Dataset: Catalyst prediction with 721,799 reactions and 888 catalyst types from USPTO. Task: Predict which catalyst facilitates the given reaction. (1) Product: [C:11]([N:10]1[CH:9]([C:14]([OH:16])=[O:15])[CH2:8][S:7][C:6]1([CH3:17])[C:4]([OH:5])=[O:3])(=[O:13])[CH3:12]. The catalyst class is: 8. Reactant: CC[O:3][C:4]([C:6]1([CH3:17])[N:10]([C:11](=[O:13])[CH3:12])[CH:9]([C:14]([OH:16])=[O:15])[CH2:8][S:7]1)=[O:5].[OH-].[Na+]. (2) Reactant: [C:9](O[C:9]([O:11][C:12]([CH3:15])([CH3:14])[CH3:13])=[O:10])([O:11][C:12]([CH3:15])([CH3:14])[CH3:13])=[O:10].[Cl:16][C:17]1[C:18]([NH:24][CH2:25][CH:26]2[CH2:31][CH2:30][NH:29][CH2:28][CH2:27]2)=[CH:19][C:20]([NH2:23])=[N:21][CH:22]=1.C(N(CC)CC)C. Product: [NH2:23][C:20]1[CH:19]=[C:18]([NH:24][CH2:25][CH:26]2[CH2:31][CH2:30][N:29]([C:9]([O:11][C:12]([CH3:13])([CH3:14])[CH3:15])=[O:10])[CH2:28][CH2:27]2)[C:17]([Cl:16])=[CH:22][N:21]=1. The catalyst class is: 4. (3) The catalyst class is: 7. Reactant: [CH3:1][O:2][C:3]1[CH:4]=[CH:5][C:6]([CH3:17])=[C:7]([NH:9][C:10](=[O:16])[O:11][C:12]([CH3:15])([CH3:14])[CH3:13])[CH:8]=1.C([Li])(CC)C.[CH3:23][CH:24]([CH3:27])[CH:25]=[O:26].[Cl-].[NH4+]. Product: [OH:26][CH:25]([CH:24]([CH3:27])[CH3:23])[CH2:17][C:6]1[CH:5]=[CH:4][C:3]([O:2][CH3:1])=[CH:8][C:7]=1[NH:9][C:10](=[O:16])[O:11][C:12]([CH3:13])([CH3:14])[CH3:15]. (4) Reactant: Cl.C[N:3](C)[CH2:4][CH2:5][CH2:6]N=C=NCC.[CH3:13][C:14]1[NH:18][C:17](=[O:19])[N:16]([C:20]2[CH:25]=[CH:24][C:23]([S:26][C:27]3[CH:28]=[C:29]([C:33]4([C:39]([OH:41])=O)[CH2:38][CH2:37][O:36][CH2:35][CH2:34]4)[CH:30]=[CH:31][CH:32]=3)=[CH:22][CH:21]=2)[N:15]=1.ON1C2C=CC=CC=2N=N1.CN1CCOCC1.C(N)C#C. Product: [CH3:13][C:14]1[NH:18][C:17](=[O:19])[N:16]([C:20]2[CH:25]=[CH:24][C:23]([S:26][C:27]3[CH:28]=[C:29]([C:33]4([C:39]([NH:3][CH2:4][C:5]#[CH:6])=[O:41])[CH2:38][CH2:37][O:36][CH2:35][CH2:34]4)[CH:30]=[CH:31][CH:32]=3)=[CH:22][CH:21]=2)[N:15]=1. The catalyst class is: 120. (5) Reactant: [CH2:1]([Li])CCC.C(NC(C)C)(C)C.[N:13]1([C:24]([O:26][C:27]([CH3:30])([CH3:29])[CH3:28])=[O:25])[CH2:18][CH2:17][CH2:16][CH:15]([C:19]([O:21][CH2:22][CH3:23])=[O:20])[CH2:14]1.CI. Product: [CH3:1][C:15]1([C:19]([O:21][CH2:22][CH3:23])=[O:20])[CH2:16][CH2:17][CH2:18][N:13]([C:24]([O:26][C:27]([CH3:29])([CH3:28])[CH3:30])=[O:25])[CH2:14]1. The catalyst class is: 1. (6) Reactant: [CH2:1]([O:8][C:9]1[CH:15]=[CH:14][C:12]([NH2:13])=[C:11]([N+:16]([O-])=O)[CH:10]=1)[C:2]1[CH:7]=[CH:6][CH:5]=[CH:4][CH:3]=1.Cl. Product: [CH2:1]([O:8][C:9]1[CH:15]=[CH:14][C:12]([NH2:13])=[C:11]([NH2:16])[CH:10]=1)[C:2]1[CH:3]=[CH:4][CH:5]=[CH:6][CH:7]=1. The catalyst class is: 183. (7) Reactant: [NH:1]1[C:9]2[C:4](=[CH:5][CH:6]=[CH:7][CH:8]=2)[C:3]([C:10]2[N:15]=[C:14]([NH:16][C:17]3[CH:22]=[CH:21][N:20]=[CH:19][CH:18]=3)[C:13]([O:23][CH3:24])=[CH:12][N:11]=2)=[N:2]1.C(N(CC)CC)C.[C:32](O[C:32]([O:34][C:35]([CH3:38])([CH3:37])[CH3:36])=[O:33])([O:34][C:35]([CH3:38])([CH3:37])[CH3:36])=[O:33]. Product: [CH3:24][O:23][C:13]1[C:14]([NH:16][C:17]2[CH:22]=[CH:21][N:20]=[CH:19][CH:18]=2)=[N:15][C:10]([C:3]2[C:4]3[C:9](=[CH:8][CH:7]=[CH:6][CH:5]=3)[N:1]([C:32]([O:34][C:35]([CH3:38])([CH3:37])[CH3:36])=[O:33])[N:2]=2)=[N:11][CH:12]=1. The catalyst class is: 599. (8) Reactant: CC1(C)C(C)(C)OB([C:9]2[CH:14]=[CH:13][C:12]([N+:15]([O-:17])=[O:16])=[CH:11][CH:10]=2)O1.Br[C:20]1[CH:21]=[CH:22][C:23]([O:26][CH3:27])=[N:24][CH:25]=1. Product: [CH3:27][O:26][C:23]1[CH:22]=[CH:21][C:20]([C:9]2[CH:10]=[CH:11][C:12]([N+:15]([O-:17])=[O:16])=[CH:13][CH:14]=2)=[CH:25][N:24]=1. The catalyst class is: 73. (9) Reactant: C([Li])CCC.Br[C:7]1[CH:16]=[CH:15][C:14]2[C:9](=[CH:10][CH:11]=[CH:12][CH:13]=2)[CH:8]=1.[N:17]12[CH2:24][CH2:23][CH:20]([CH2:21][CH2:22]1)[C:19](=[O:25])[CH2:18]2.[OH-].[Na+]. Product: [CH:8]1[C:9]2[C:14](=[CH:13][CH:12]=[CH:11][CH:10]=2)[CH:15]=[CH:16][C:7]=1[C:19]1([OH:25])[CH:20]2[CH2:23][CH2:24][N:17]([CH2:22][CH2:21]2)[CH2:18]1. The catalyst class is: 27.